This data is from Reaction yield outcomes from USPTO patents with 853,638 reactions. The task is: Predict the reaction yield, written as a fraction of the theoretical maximum amount of product (1.0 means a 100% yield; for example, 0.34 means a 34% yield). (1) The reactants are [CH3:1][O:2][C:3]1[C:11]([C:12]([OH:14])=O)=[CH:10][CH:9]=[C:8]2[C:4]=1[CH2:5][CH2:6][CH2:7]2.[C:15]([C:22]1[NH:23][CH:24]=[CH:25]N=1)(C1NC=CN=1)=O.N1CCCC1.O. The catalyst is O1CCCC1. The product is [CH3:1][O:2][C:3]1[C:11]([C:12]([N:23]2[CH2:22][CH2:15][CH2:25][CH2:24]2)=[O:14])=[CH:10][CH:9]=[C:8]2[C:4]=1[CH2:5][CH2:6][CH2:7]2. The yield is 0.392. (2) The reactants are C(OC([NH:8][C:9]([NH:18][CH2:19][CH2:20][CH2:21][CH2:22][C:23]([NH:25][C:26]1[C:27]([S:60][CH2:61][CH2:62][NH:63]C(OC(C)(C)C)=O)=[C:28]([NH:36][C:37]([NH:39][C:40]2[CH:59]=[CH:58][C:43]([O:44][C:45]3[CH:46]=[C:47]([NH+:55]([O-:57])[OH:56])[CH:48]=[C:49]([C:51]([F:54])([F:53])[F:52])[CH:50]=3)=[CH:42][CH:41]=2)=[O:38])[CH:29]=[C:30]([C:32]([F:35])([F:34])[F:33])[CH:31]=1)=[O:24])=[N:10]C(OC(C)(C)C)=O)=O)(C)(C)C.FC(F)(F)C(O)=O. The catalyst is C(Cl)Cl. The product is [NH2:63][CH2:62][CH2:61][S:60][C:27]1[C:28]([NH:36][C:37]([NH:39][C:40]2[CH:41]=[CH:42][C:43]([O:44][C:45]3[CH:46]=[C:47]([N+:55]([O-:57])=[O:56])[CH:48]=[C:49]([C:51]([F:52])([F:54])[F:53])[CH:50]=3)=[CH:58][CH:59]=2)=[O:38])=[CH:29][C:30]([C:32]([F:35])([F:34])[F:33])=[CH:31][C:26]=1[NH:25][C:23]([CH2:22][CH2:21][CH2:20][CH2:19][NH:18][C:9]([NH2:10])=[NH:8])=[O:24]. The yield is 0.980. (3) The reactants are C(O[C:6]([N:8]1[CH2:13][CH2:12][N:11](C2C(=O)N(CC(C)C)N=C(C3C=CC(C)=C(F)C=3)C=2C)[CH2:10][CH2:9]1)=O)(C)(C)C.[CH:34]1([CH2:39][N:40]2[C:45](=[O:46])[C:44]([CH2:47]OS(C)(=O)=O)=[CH:43][C:42]([C:53]3[CH:58]=[CH:57][C:56]([O:59][CH3:60])=[C:55]([F:61])[CH:54]=3)=[N:41]2)[CH2:38][CH2:37][CH2:36][CH2:35]1.CN1CCNCC1. No catalyst specified. The product is [CH:34]1([CH2:39][N:40]2[C:45](=[O:46])[C:44]([CH2:47][N:11]3[CH2:12][CH2:13][N:8]([CH3:6])[CH2:9][CH2:10]3)=[CH:43][C:42]([C:53]3[CH:58]=[CH:57][C:56]([O:59][CH3:60])=[C:55]([F:61])[CH:54]=3)=[N:41]2)[CH2:38][CH2:37][CH2:36][CH2:35]1. The yield is 0.614. (4) The reactants are [I:1][C:2]1[N:7]=[CH:6][N:5]=[C:4]([NH:8][C@H:9]2[C@@H:13]3[O:14][C:15]([CH3:18])([CH3:17])[O:16][C@@H:12]3[C@@H:11]([CH2:19][OH:20])[CH2:10]2)[CH:3]=1.N1C=CN=C1.[Si:26](Cl)([C:29]([CH3:32])([CH3:31])[CH3:30])([CH3:28])[CH3:27]. The catalyst is CN(C=O)C.O. The product is [Si:26]([O:20][CH2:19][C@@H:11]1[C@H:12]2[O:16][C:15]([CH3:17])([CH3:18])[O:14][C@H:13]2[C@H:9]([NH:8][C:4]2[CH:3]=[C:2]([I:1])[N:7]=[CH:6][N:5]=2)[CH2:10]1)([C:29]([CH3:32])([CH3:31])[CH3:30])([CH3:28])[CH3:27]. The yield is 0.860.